Predict the reactants needed to synthesize the given product. From a dataset of Full USPTO retrosynthesis dataset with 1.9M reactions from patents (1976-2016). (1) Given the product [Cl:1][C:2]1[C:7]([Cl:8])=[CH:6][CH:5]=[CH:4][C:3]=1[N:9]1[C:13]([NH:14][CH2:15][C:16]2[CH:17]=[N:18][CH:19]=[CH:20][CH:21]=2)=[C:12]2[CH2:23][CH2:24][CH2:25][C:11]2=[N:10]1, predict the reactants needed to synthesize it. The reactants are: [Cl:1][C:2]1[C:7]([Cl:8])=[CH:6][CH:5]=[CH:4][C:3]=1[N:9]1[C:13]([NH:14][C:15](=O)[C:16]2[CH:21]=[CH:20][CH:19]=[N:18][CH:17]=2)=[C:12]2[CH2:23][CH2:24][CH2:25][C:11]2=[N:10]1.N. (2) Given the product [CH2:1]([O:3][C:4]([C:6]1[C:7]([CH3:23])=[C:8]([C:16]([O:18][C:19]([CH3:22])([CH3:21])[CH3:20])=[O:17])[NH:9][C:10]=1[CH:11]=[CH:13][CH2:14][CH2:15][Br:24])=[O:5])[CH3:2], predict the reactants needed to synthesize it. The reactants are: [CH2:1]([O:3][C:4]([C:6]1[C:7]([CH3:23])=[C:8]([C:16]([O:18][C:19]([CH3:22])([CH3:21])[CH3:20])=[O:17])[NH:9][C:10]=1[CH:11]([CH:13]1[CH2:15][CH2:14]1)O)=[O:5])[CH3:2].[BrH:24]. (3) Given the product [CH3:20][C:17]1([CH3:21])[CH2:18][CH2:19][CH:14]([N:13]([C@H:11]2[CH2:10][C@@H:9]([C:25]([N:27]3[CH2:28][CH2:29][N:30]([CH3:33])[CH2:31][CH2:32]3)=[O:26])[NH:8][CH2:12]2)[C:22](=[O:24])[CH3:23])[CH2:15][CH2:16]1, predict the reactants needed to synthesize it. The reactants are: C([N:8]1[CH2:12][C@@H:11]([N:13]([C:22](=[O:24])[CH3:23])[CH:14]2[CH2:19][CH2:18][C:17]([CH3:21])([CH3:20])[CH2:16][CH2:15]2)[CH2:10][C@H:9]1[C:25]([N:27]1[CH2:32][CH2:31][N:30]([CH3:33])[CH2:29][CH2:28]1)=[O:26])(OC(C)(C)C)=O.Cl. (4) The reactants are: [C:1]([NH:18][C@H:19]([C:23](O)=O)[CH:20]([CH3:22])[CH3:21])([O:3]CC1C2C(=CC=CC=2)C2C1=CC=CC=2)=O.COC(=O)[C@H:29]([CH2:31][CH:32]([CH3:34])[CH3:33])[NH2:30]. Given the product [CH2:31]([C@@H:29]1[NH:30][CH2:23][C@H:19]([CH:20]([CH3:21])[CH3:22])[NH:18][C:1]1=[O:3])[CH:32]([CH3:34])[CH3:33], predict the reactants needed to synthesize it. (5) Given the product [C:10]([C:9]1[N:4]([CH:1]([CH3:3])[CH3:2])[C:5]([CH3:6])=[N:7][CH:13]=1)(=[O:12])[CH3:11], predict the reactants needed to synthesize it. The reactants are: [CH:1]([NH:4][C:5](=[NH:7])[CH3:6])([CH3:3])[CH3:2].Br[CH:9]([CH:13](OC)OC)[C:10](=[O:12])[CH3:11].C(N(CC)CC)C.S(=O)(=O)(O)O. (6) The reactants are: CS([O:5][CH:6]1[CH2:11][CH2:10][N:9]([C:12]([O:14][C:15]([CH3:18])([CH3:17])[CH3:16])=[O:13])[CH2:8][CH2:7]1)(=O)=O.[F:19][C:20]([F:30])([F:29])[O:21][C:22]1[CH:27]=[CH:26][CH:25]=[CH:24][C:23]=1O.[OH-].[Na+]. Given the product [F:19][C:20]([F:29])([F:30])[O:21][C:22]1[CH:27]=[CH:26][C:25]([O:5][CH:6]2[CH2:11][CH2:10][N:9]([C:12]([O:14][C:15]([CH3:18])([CH3:17])[CH3:16])=[O:13])[CH2:8][CH2:7]2)=[CH:24][CH:23]=1, predict the reactants needed to synthesize it. (7) Given the product [NH:11]1[C:15]2[CH:16]=[CH:17][CH:18]=[CH:19][C:14]=2[N:13]=[C:12]1[C@H:8]([NH:9][C:10](=[O:20])[NH:23][C@H:24]1[CH2:25][CH2:26][C@H:27]([C:30]([O:32][CH3:33])=[O:31])[CH2:28][CH2:29]1)[CH2:7][C:6]1[CH:5]=[CH:4][C:3]([O:2][CH3:1])=[CH:22][CH:21]=1, predict the reactants needed to synthesize it. The reactants are: [CH3:1][O:2][C:3]1[CH:22]=[CH:21][C:6]([CH2:7][C@@H:8]2[C:12]3=[N:13][C:14]4[CH:19]=[CH:18][CH:17]=[CH:16][C:15]=4[N:11]3[C:10](=[O:20])[NH:9]2)=[CH:5][CH:4]=1.[NH2:23][C@H:24]1[CH2:29][CH2:28][C@H:27]([C:30]([O:32][CH3:33])=[O:31])[CH2:26][CH2:25]1.C(O)(C(F)(F)F)=O. (8) The reactants are: [CH:1]1([C:4]2[C:12]3[C:11](=[O:13])[N:10]([CH2:14][O:15][CH2:16][CH2:17][Si:18]([CH3:21])([CH3:20])[CH3:19])[N:9]=[CH:8][C:7]=3[N:6](COCC[Si](C)(C)C)[C:5]=2[C:30]2[CH:39]=[CH:38][C:37]([O:40][CH:41]([F:43])[F:42])=[C:36]3[C:31]=2[CH:32]=[CH:33][C:34]([CH3:45])([CH3:44])[O:35]3)[CH2:3][CH2:2]1.C1(OC2C=C(C3N(COCC[Si](C)(C)C)C4C=NN(COCC[Si](C)(C)C)C(=O)C=4C=3C)C=CC=2OC(F)F)CC1. Given the product [CH:1]1([C:4]2[C:12]3[C:11](=[O:13])[N:10]([CH2:14][O:15][CH2:16][CH2:17][Si:18]([CH3:21])([CH3:20])[CH3:19])[N:9]=[CH:8][C:7]=3[NH:6][C:5]=2[C:30]2[CH:39]=[CH:38][C:37]([O:40][CH:41]([F:43])[F:42])=[C:36]3[C:31]=2[CH:32]=[CH:33][C:34]([CH3:45])([CH3:44])[O:35]3)[CH2:3][CH2:2]1, predict the reactants needed to synthesize it. (9) Given the product [O:35]1[C:34]2[CH:2]=[CH:3][CH:4]=[CH:5][C:6]=2[N:1]=[CH:37]1, predict the reactants needed to synthesize it. The reactants are: [N:1]1[CH:6]=[CH:5][CH:4]=[CH:3][CH:2]=1.CC12CC3(C45CC6(C)CC(C)(CC(C(Cl)=O)(C6)C4)C5)CC(C)(CC([C:34](Cl)=[O:35])(C3)C1)C2.[C:37]1(C#CC2C=C(C(Cl)=O)C=C(C=2)C(Cl)=O)C=CC=CC=1.C(Cl)(=O)C1C=CC=CC=1. (10) Given the product [F:1][C:2]1[CH:40]=[CH:39][C:5]([C:6](/[N:8]=[C:9]2\[NH:10][C:11]3[CH:27]=[CH:26][C:25]([CH2:28][N:29]4[CH2:30][CH2:31][CH:32]([C:35]([OH:38])([CH3:36])[CH3:37])[CH2:33][CH2:34]4)=[CH:24][C:12]=3[N:13]\2[C@@H:14]2[CH2:19][CH2:18][C@H:17]([C:20]([OH:22])=[O:21])[CH2:16][CH2:15]2)=[O:7])=[CH:4][CH:3]=1, predict the reactants needed to synthesize it. The reactants are: [F:1][C:2]1[CH:40]=[CH:39][C:5]([C:6](/[N:8]=[C:9]2\[NH:10][C:11]3[CH:27]=[CH:26][C:25]([CH2:28][N:29]4[CH2:34][CH2:33][CH:32]([C:35]([OH:38])([CH3:37])[CH3:36])[CH2:31][CH2:30]4)=[CH:24][C:12]=3[N:13]\2[C@@H:14]2[CH2:19][CH2:18][C@H:17]([C:20]([O:22]C)=[O:21])[CH2:16][CH2:15]2)=[O:7])=[CH:4][CH:3]=1.[OH-].[Na+].